Regression. Given two drug SMILES strings and cell line genomic features, predict the synergy score measuring deviation from expected non-interaction effect. From a dataset of NCI-60 drug combinations with 297,098 pairs across 59 cell lines. (1) Drug 2: CC(C)NC(=O)C1=CC=C(C=C1)CNNC.Cl. Drug 1: CCC1=CC2CC(C3=C(CN(C2)C1)C4=CC=CC=C4N3)(C5=C(C=C6C(=C5)C78CCN9C7C(C=CC9)(C(C(C8N6C)(C(=O)OC)O)OC(=O)C)CC)OC)C(=O)OC.C(C(C(=O)O)O)(C(=O)O)O. Cell line: MDA-MB-435. Synergy scores: CSS=56.6, Synergy_ZIP=3.31, Synergy_Bliss=3.20, Synergy_Loewe=-33.7, Synergy_HSA=2.52. (2) Drug 1: C1=C(C(=O)NC(=O)N1)N(CCCl)CCCl. Drug 2: CC(C)CN1C=NC2=C1C3=CC=CC=C3N=C2N. Cell line: ACHN. Synergy scores: CSS=59.7, Synergy_ZIP=-3.52, Synergy_Bliss=-3.89, Synergy_Loewe=-3.82, Synergy_HSA=-3.22. (3) Drug 1: C1=CC=C(C(=C1)C(C2=CC=C(C=C2)Cl)C(Cl)Cl)Cl. Drug 2: N.N.Cl[Pt+2]Cl. Cell line: DU-145. Synergy scores: CSS=32.7, Synergy_ZIP=1.05, Synergy_Bliss=-4.00, Synergy_Loewe=-20.1, Synergy_HSA=-2.60. (4) Drug 1: CN(CCCl)CCCl.Cl. Drug 2: CCN(CC)CCCC(C)NC1=C2C=C(C=CC2=NC3=C1C=CC(=C3)Cl)OC. Cell line: MALME-3M. Synergy scores: CSS=17.1, Synergy_ZIP=-4.86, Synergy_Bliss=0.835, Synergy_Loewe=-2.60, Synergy_HSA=-0.0879. (5) Drug 1: C1CC(=O)NC(=O)C1N2CC3=C(C2=O)C=CC=C3N. Drug 2: CC(C)(C#N)C1=CC(=CC(=C1)CN2C=NC=N2)C(C)(C)C#N. Cell line: SK-MEL-28. Synergy scores: CSS=-9.77, Synergy_ZIP=-0.968, Synergy_Bliss=-8.99, Synergy_Loewe=-7.78, Synergy_HSA=-8.71. (6) Drug 2: C1CN(P(=O)(OC1)NCCCl)CCCl. Synergy scores: CSS=-3.17, Synergy_ZIP=6.87, Synergy_Bliss=7.66, Synergy_Loewe=-1.28, Synergy_HSA=-1.65. Drug 1: CC1=CC=C(C=C1)C2=CC(=NN2C3=CC=C(C=C3)S(=O)(=O)N)C(F)(F)F. Cell line: M14. (7) Drug 1: C1=NC2=C(N1)C(=S)N=CN2. Drug 2: CS(=O)(=O)OCCCCOS(=O)(=O)C. Cell line: SW-620. Synergy scores: CSS=15.9, Synergy_ZIP=-4.10, Synergy_Bliss=2.39, Synergy_Loewe=-3.89, Synergy_HSA=3.57. (8) Drug 1: CCN(CC)CCNC(=O)C1=C(NC(=C1C)C=C2C3=C(C=CC(=C3)F)NC2=O)C. Drug 2: C1=NNC2=C1C(=O)NC=N2. Cell line: OVCAR-5. Synergy scores: CSS=3.43, Synergy_ZIP=-1.20, Synergy_Bliss=-0.296, Synergy_Loewe=0.414, Synergy_HSA=-1.11. (9) Drug 1: C1CCC(C(C1)N)N.C(=O)(C(=O)[O-])[O-].[Pt+4]. Synergy scores: CSS=16.5, Synergy_ZIP=-23.6, Synergy_Bliss=-55.8, Synergy_Loewe=-54.4, Synergy_HSA=-54.1. Cell line: HL-60(TB). Drug 2: C1CN(P(=O)(OC1)NCCCl)CCCl.